Dataset: Forward reaction prediction with 1.9M reactions from USPTO patents (1976-2016). Task: Predict the product of the given reaction. Given the reactants [CH3:1][N:2]([CH:10]1[CH2:13][N:12]([C:14]2[CH:19]=[CH:18][N:17]=[C:16]([CH3:20])[CH:15]=2)[CH2:11]1)C(=O)OC(C)(C)C.C([Cl:24])(=O)C, predict the reaction product. The product is: [ClH:24].[ClH:24].[CH3:1][NH:2][CH:10]1[CH2:11][N:12]([C:14]2[CH:19]=[CH:18][N:17]=[C:16]([CH3:20])[CH:15]=2)[CH2:13]1.